This data is from Full USPTO retrosynthesis dataset with 1.9M reactions from patents (1976-2016). The task is: Predict the reactants needed to synthesize the given product. (1) Given the product [CH3:1][O:2][C:3]([C:5]1[CH:9]=[CH:8][S:7][C:6]=1[NH:10][C:11]([C:13]1[CH:17]=[CH:16][N:15]([C:23](=[O:24])[C:22]2[CH:26]=[CH:27][CH:28]=[CH:29][C:21]=2[O:20][CH2:18][CH3:19])[N:14]=1)=[O:12])=[O:4], predict the reactants needed to synthesize it. The reactants are: [CH3:1][O:2][C:3]([C:5]1[CH:9]=[CH:8][S:7][C:6]=1[NH:10][C:11]([C:13]1[CH:17]=[CH:16][NH:15][N:14]=1)=[O:12])=[O:4].[CH2:18]([O:20][C:21]1[CH:29]=[CH:28][CH:27]=[CH:26][C:22]=1[C:23](Cl)=[O:24])[CH3:19]. (2) Given the product [NH2:35][C:32]1[N:33]=[CH:34][C:29]([C:8]2[CH:9]=[C:10]3[C:14](=[CH:15][CH:16]=2)[C:13](=[O:17])[N:12]([CH:18]2[CH2:20][CH2:19]2)[CH2:11]3)=[CH:30][N:31]=1, predict the reactants needed to synthesize it. The reactants are: C(=O)([O-])[O-].[K+].[K+].Br[C:8]1[CH:9]=[C:10]2[C:14](=[CH:15][CH:16]=1)[C:13](=[O:17])[N:12]([CH:18]1[CH2:20][CH2:19]1)[CH2:11]2.CC1(C)C(C)(C)OB([C:29]2[CH:30]=[N:31][C:32]([NH2:35])=[N:33][CH:34]=2)O1. (3) Given the product [NH2:1][C:2]([CH3:38])([CH2:8][CH2:9][C:10]1[CH:11]=[C:12]2[C:35](=[CH:36][CH:37]=1)[C:16]1=[N:17][O:18][C:19]([C:20]3[CH:21]=[N:22][N:23]([C:29]4[CH:30]=[CH:31][CH:32]=[CH:33][CH:34]=4)[C:24]=3[C:25]([F:28])([F:27])[F:26])=[C:15]1[CH2:14][CH2:13]2)[CH2:3][OH:4], predict the reactants needed to synthesize it. The reactants are: [NH2:1][C:2]([CH3:38])([CH2:8][CH2:9][C:10]1[CH:11]=[C:12]2[C:35](=[CH:36][CH:37]=1)[C:16]1=[N:17][O:18][C:19]([C:20]3[CH:21]=[N:22][N:23]([C:29]4[CH:34]=[CH:33][CH:32]=[CH:31][CH:30]=4)[C:24]=3[C:25]([F:28])([F:27])[F:26])=[C:15]1[CH2:14][CH2:13]2)[C:3](OCC)=[O:4].[BH4-].[Na+].C(OCC)(=O)C.[Cl-].[NH4+]. (4) Given the product [NH2:20][CH2:19][CH2:18][O:17][CH2:16][CH2:15][N:14]1[C:10]2[C:9]3[CH:8]=[CH:7][CH:6]=[CH:5][C:4]=3[N:3]=[C:2]([NH2:1])[C:11]=2[N:12]=[C:13]1[CH2:31][CH2:32][O:33][CH3:34], predict the reactants needed to synthesize it. The reactants are: [NH2:1][C:2]1[C:11]2[N:12]=[C:13]([CH2:31][CH2:32][O:33][CH3:34])[N:14]([CH2:15][CH2:16][O:17][CH2:18][CH2:19][N:20]3C(=O)C4C(=CC=CC=4)C3=O)[C:10]=2[C:9]2[CH:8]=[CH:7][CH:6]=[CH:5][C:4]=2[N:3]=1.O.NN. (5) Given the product [CH:1]1([C:4]2[C:5]([N:24]([CH2:29][CH2:30][CH:31]([CH3:33])[CH3:32])[S:25]([CH3:28])(=[O:27])=[O:26])=[CH:6][C:7]3[O:11][C:10]([C:12]4[CH:13]=[CH:14][C:15]([F:18])=[CH:16][CH:17]=4)=[C:9]([C:19]4[NH:22][CH:35]([CH3:36])[O:21][N:20]=4)[C:8]=3[CH:23]=2)[CH2:2][CH2:3]1, predict the reactants needed to synthesize it. The reactants are: [CH:1]1([C:4]2[C:5]([N:24]([CH2:29][CH2:30][CH:31]([CH3:33])[CH3:32])[S:25]([CH3:28])(=[O:27])=[O:26])=[CH:6][C:7]3[O:11][C:10]([C:12]4[CH:17]=[CH:16][C:15]([F:18])=[CH:14][CH:13]=4)=[C:9]([C:19](=[NH:22])[NH:20][OH:21])[C:8]=3[CH:23]=2)[CH2:3][CH2:2]1.O.[CH:35](=O)[CH3:36]. (6) Given the product [NH2:43][C:42]1[C:33]([C:31]([NH:30][C:25]2[CH:26]=[N:27][CH:28]=[CH:29][C:24]=2[N:11]2[CH2:12][C@H:13]([CH3:23])[C@@H:14]([OH:15])[C@H:9]([NH2:8])[CH2:10]2)=[O:32])=[N:34][C:35]2[C:40]([CH:41]=1)=[CH:39][CH:38]=[C:37]([N:54]1[CH2:59][CH2:58][N:57]([CH3:60])[CH2:56][CH2:55]1)[CH:36]=2, predict the reactants needed to synthesize it. The reactants are: C(OC([NH:8][C@H:9]1[C@H:14]([O:15][Si](C(C)(C)C)(C)C)[C@@H:13]([CH3:23])[CH2:12][N:11]([C:24]2[CH:29]=[CH:28][N:27]=[CH:26][C:25]=2[NH:30][C:31]([C:33]2[C:42]([NH:43]C(=O)OCC3C=CC=CC=3)=[CH:41][C:40]3[C:35](=[CH:36][C:37]([N:54]4[CH2:59][CH2:58][N:57]([CH3:60])[CH2:56][CH2:55]4)=[CH:38][CH:39]=3)[N:34]=2)=[O:32])[CH2:10]1)=O)(C)(C)C.[H][H]. (7) Given the product [NH2:12][C:13]1[S:7][C:4]([CH3:3])=[N:26][C:17]=1[C:18]#[N:19], predict the reactants needed to synthesize it. The reactants are: C1(C)C=C[C:4]([S:7](O)(=O)=O)=[CH:3]C=1.[NH2:12][C:13]([CH2:17][C:18]#[N:19])(O)C#N.C(SCC)(=S)C.[N:26]1C=CC=CC=1.